From a dataset of Reaction yield outcomes from USPTO patents with 853,638 reactions. Predict the reaction yield, written as a fraction of the theoretical maximum amount of product (1.0 means a 100% yield; for example, 0.34 means a 34% yield). (1) The reactants are Br[C:2]1[C:7]([C:8]2[CH:13]=[C:12]([F:14])[CH:11]=[C:10]([F:15])[CH:9]=2)=[C:6]([C:16](=[O:18])[CH3:17])[CH:5]=[C:4]([Cl:19])[CH:3]=1.[CH2:20]([O:22][CH:23]([N:25]1[CH:29]=[C:28](B2OC(C)(C)C(C)(C)O2)[CH:27]=[N:26]1)[CH3:24])[CH3:21].C(=O)([O-])[O-].[Na+].[Na+].O1CCOCC1. The catalyst is C1C=CC([P]([Pd]([P](C2C=CC=CC=2)(C2C=CC=CC=2)C2C=CC=CC=2)([P](C2C=CC=CC=2)(C2C=CC=CC=2)C2C=CC=CC=2)[P](C2C=CC=CC=2)(C2C=CC=CC=2)C2C=CC=CC=2)(C2C=CC=CC=2)C2C=CC=CC=2)=CC=1. The product is [Cl:19][C:4]1[CH:3]=[C:2]([C:28]2[CH:27]=[N:26][N:25]([CH:23]([O:22][CH2:20][CH3:21])[CH3:24])[CH:29]=2)[C:7]([C:8]2[CH:13]=[C:12]([F:14])[CH:11]=[C:10]([F:15])[CH:9]=2)=[C:6]([C:16](=[O:18])[CH3:17])[CH:5]=1. The yield is 0.540. (2) The reactants are [Cl:1][C:2]1[N:3]=[C:4](Cl)[C:5]2[S:10][C:9]([CH3:11])=[N:8][C:6]=2[N:7]=1.[NH:13]1[CH2:18][CH2:17][O:16][CH2:15][CH2:14]1. The catalyst is CO.CCOC(C)=O.O. The product is [Cl:1][C:2]1[N:3]=[C:4]([N:13]2[CH2:18][CH2:17][O:16][CH2:15][CH2:14]2)[C:5]2[S:10][C:9]([CH3:11])=[N:8][C:6]=2[N:7]=1. The yield is 0.900. (3) The reactants are [NH2:1][C:2]1[CH:7]=[CH:6][C:5]([OH:8])=[CH:4][CH:3]=1.CC([O-])(C)C.[K+].Cl[C:16]1[C:25]2[C:20](=[CH:21][C:22]([O:28][CH3:29])=[C:23]([O:26][CH3:27])[CH:24]=2)[N:19]=[CH:18]C=1.C[N:31](C=O)C. The catalyst is C(OCC)(=O)C. The product is [CH3:27][O:26][C:23]1[CH:24]=[C:25]2[C:20](=[CH:21][C:22]=1[O:28][CH3:29])[N:19]=[CH:18][N:31]=[C:16]2[O:8][C:5]1[CH:6]=[CH:7][C:2]([NH2:1])=[CH:3][CH:4]=1. The yield is 0.530. (4) The reactants are C([O:3][C:4]([C:6]1[C:7]([C:11]2[CH:16]=[CH:15][C:14]([Cl:17])=[CH:13][CH:12]=2)=[N:8][O:9][CH:10]=1)=[O:5])C.C(OC(C1C(C2C=CC(F)=CC=2)=NOC=1)=O)C. No catalyst specified. The product is [Cl:17][C:14]1[CH:13]=[CH:12][C:11]([C:7]2[C:6]([C:4]([OH:5])=[O:3])=[CH:10][O:9][N:8]=2)=[CH:16][CH:15]=1. The yield is 0.920. (5) The reactants are [H][H].[OH:3][C:4]1[CH:5]=[C:6]([CH2:12][CH2:13][C:14](O)=[O:15])[CH:7]=[CH:8][C:9]=1[O:10][CH3:11].C(OC(=O)C(C)(C)C)(=O)C(C)(C)C.C1(P(C2C=CC=CC=2)C2C=CC=CC=2)C=CC=CC=1. The catalyst is C([O-])(=O)C.[Pd+2].C([O-])(=O)C.O1CCCC1. The product is [OH:3][C:4]1[CH:5]=[C:6]([CH2:12][CH2:13][CH:14]=[O:15])[CH:7]=[CH:8][C:9]=1[O:10][CH3:11]. The yield is 0.480.